This data is from Catalyst prediction with 721,799 reactions and 888 catalyst types from USPTO. The task is: Predict which catalyst facilitates the given reaction. (1) Reactant: [Cl:1][C:2]1[CH:3]=[C:4]([CH:21]=[CH:22][C:23]=1[NH:24][C:25]([NH:27][CH2:28][CH3:29])=[O:26])[O:5][C:6]1[C:15]2[C:10](=[CH:11][C:12]([O:19][CH3:20])=[C:13]([C:16]([OH:18])=O)[CH:14]=2)[N:9]=[CH:8][CH:7]=1.CN.CO.[CH2:34]([N:36](CC)CC)C.F[P-](F)(F)(F)(F)F.CN([PH+](N(C)C)N(C)C)C. Product: [CH3:34][NH:36][C:16]([C:13]1[CH:14]=[C:15]2[C:10](=[CH:11][C:12]=1[O:19][CH3:20])[N:9]=[CH:8][CH:7]=[C:6]2[O:5][C:4]1[CH:21]=[CH:22][C:23]([NH:24][C:25]([NH:27][CH2:28][CH3:29])=[O:26])=[C:2]([Cl:1])[CH:3]=1)=[O:18]. The catalyst class is: 255. (2) The catalyst class is: 7. Reactant: [F:1][C:2]1[CH:10]=[CH:9]C(C(O)=O)=[C:4]([CH2:11][OH:12])[CH:3]=1.[H-].[Na+].IC.[C:17](=O)([O-])[O-].[K+].[K+].[C:23]([O:26][CH2:27]C)(=[O:25])[CH3:24]. Product: [F:1][C:2]1[CH:10]=[CH:9][C:24]([C:23]([O:26][CH3:27])=[O:25])=[C:4]([CH2:11][O:12][CH3:17])[CH:3]=1.